The task is: Predict the reactants needed to synthesize the given product.. This data is from Full USPTO retrosynthesis dataset with 1.9M reactions from patents (1976-2016). (1) Given the product [Br:1][C:2]1[C:10]2[O:9][CH2:8][C@H:7]([NH:11][C:12]3[CH:25]=[CH:24][C:15]4[C@H:16]([CH2:19][C:20]([OH:22])=[O:21])[CH2:17][O:18][C:14]=4[CH:13]=3)[C:6]=2[CH:5]=[CH:4][CH:3]=1, predict the reactants needed to synthesize it. The reactants are: [Br:1][C:2]1[C:10]2[O:9][CH2:8][C@H:7]([N:11](C(=O)C(F)(F)F)[C:12]3[CH:25]=[CH:24][C:15]4[C@H:16]([CH2:19][C:20]([O:22]C)=[O:21])[CH2:17][O:18][C:14]=4[CH:13]=3)[C:6]=2[CH:5]=[CH:4][CH:3]=1.[OH-].[Na+].Cl. (2) Given the product [CH3:2][O:3][CH2:4][CH:5]1[CH2:14][CH2:13][C:8](=[O:9])[CH2:7][CH2:6]1, predict the reactants needed to synthesize it. The reactants are: Cl.[CH3:2][O:3][CH2:4][CH:5]1[CH2:14][CH2:13][C:8]2(OCC[O:9]2)[CH2:7][CH2:6]1. (3) Given the product [Cl:1][C:2]1[CH:24]=[CH:23][CH:22]=[C:21]([Cl:25])[C:3]=1[CH2:4][N:5]1[C:13]2[C:8](=[CH:9][CH:10]=[C:11]([C:14]([F:19])([F:18])[C:15]([O-:17])=[O:16])[CH:12]=2)[C:7]([CH3:20])=[N:6]1.[K+:27], predict the reactants needed to synthesize it. The reactants are: [Cl:1][C:2]1[CH:24]=[CH:23][CH:22]=[C:21]([Cl:25])[C:3]=1[CH2:4][N:5]1[C:13]2[C:8](=[CH:9][CH:10]=[C:11]([C:14]([F:19])([F:18])[C:15]([OH:17])=[O:16])[CH:12]=2)[C:7]([CH3:20])=[N:6]1.[OH-].[K+:27]. (4) Given the product [ClH:1].[CH:2]([N:5]1[CH2:6][CH2:7][N:8]([C:11]([CH:13]2[CH2:14][CH2:15][N:16]([C:19]3[CH:24]=[CH:23][C:22]([C:25]([CH:30]4[O:31][CH2:32][CH2:33][NH:28][CH2:29]4)=[O:26])=[CH:21][CH:20]=3)[CH2:17][CH2:18]2)=[O:12])[CH2:9][CH2:10]1)([CH3:4])[CH3:3], predict the reactants needed to synthesize it. The reactants are: [ClH:1].[CH:2]([N:5]1[CH2:10][CH2:9][N:8]([C:11]([CH:13]2[CH2:18][CH2:17][N:16]([C:19]3[CH:24]=[CH:23][C:22]([C:25](O)=[O:26])=[CH:21][CH:20]=3)[CH2:15][CH2:14]2)=[O:12])[CH2:7][CH2:6]1)([CH3:4])[CH3:3].[NH:28]1[CH2:33][CH2:32][O:31][CH2:30][CH2:29]1.C1C=CC2N(O)N=NC=2C=1.Cl.